This data is from Full USPTO retrosynthesis dataset with 1.9M reactions from patents (1976-2016). The task is: Predict the reactants needed to synthesize the given product. (1) Given the product [CH3:1][O:2][C:3](=[O:4])[CH2:5][C:6]1[CH:14]=[CH:13][CH:12]=[CH:11][C:7]=1[CH2:8][OH:9], predict the reactants needed to synthesize it. The reactants are: [CH3:1][O:2][C:3]([CH2:5][C:6]1[CH:14]=[CH:13][CH:12]=[CH:11][C:7]=1[C:8](O)=[O:9])=[O:4].B.C1COCC1. (2) Given the product [CH:42]1([NH:45][S:37]([C:13]2[CH:14]=[C:9]([NH:8][C:5]3[CH:6]=[CH:7][C:2]([F:1])=[CH:3][C:4]=3[CH3:31])[C:10]([C:16]([N:18]3[CH2:23][CH2:22][CH:21]([C:24]4[CH:29]=[CH:28][C:27]([F:30])=[CH:26][CH:25]=4)[CH2:20][CH2:19]3)=[O:17])=[CH:11][N:12]=2)(=[O:39])=[O:38])[CH2:44][CH2:43]1, predict the reactants needed to synthesize it. The reactants are: [F:1][C:2]1[CH:7]=[CH:6][C:5]([NH:8][C:9]2[CH:14]=[C:13](S)[N:12]=[CH:11][C:10]=2[C:16]([N:18]2[CH2:23][CH2:22][CH:21]([C:24]3[CH:29]=[CH:28][C:27]([F:30])=[CH:26][CH:25]=3)[CH2:20][CH2:19]2)=[O:17])=[C:4]([CH3:31])[CH:3]=1.[N+]([O-])([O-])=O.[K+].[S:37](Cl)(Cl)(=[O:39])=[O:38].[CH:42]1([NH2:45])[CH2:44][CH2:43]1. (3) Given the product [NH2:1][C:2]1[N:7]=[C:6]([NH2:8])[C:5]([C:9]#[N:10])=[C:4]([NH:11][C@H:12]([C:14]2[N:23]([C:24]3[CH:29]=[CH:28][CH:27]=[CH:26][CH:25]=3)[C:22](=[O:30])[C:21]3[C:16](=[CH:17][CH:18]=[CH:19][C:20]=3[CH2:48][CH2:47][CH:46]=[O:49])[N:15]=2)[CH3:13])[N:3]=1, predict the reactants needed to synthesize it. The reactants are: [NH2:1][C:2]1[N:7]=[C:6]([NH2:8])[C:5]([C:9]#[N:10])=[C:4]([NH:11][C@H:12]([C:14]2[N:23]([C:24]3[CH:29]=[CH:28][CH:27]=[CH:26][CH:25]=3)[C:22](=[O:30])[C:21]3[C:16](=[CH:17][CH:18]=[CH:19][C:20]=3Br)[N:15]=2)[CH3:13])[N:3]=1.C1(C(N)C2CCCCC2)CCCCC1.[CH2:46]([OH:49])[CH:47]=[CH2:48].CCOC(C)=O. (4) The reactants are: Cl[C:2]1[CH:3]=[C:4]([NH:10][C:11]2[CH:16]=[CH:15][C:14]([S:17]([CH3:20])(=[O:19])=[O:18])=[CH:13][N:12]=2)[C:5](=[O:9])[N:6]([CH3:8])[N:7]=1.B1(B2OC(C)(C)C(C)(C)O2)OC(C)(C)C(C)(C)O1.CC(C1C=C(C(C)C)C(C2C=CC=CC=2P(C2CCCCC2)C2CCCCC2)=C(C(C)C)C=1)C.CC([O-])=O.[K+].Br[C:79]1[CH:86]=[CH:85][CH:84]=[C:83]([N:87]2[C:93](=[O:94])[C:92]3[CH:95]=[CH:96][C:97]([C:99]([CH3:102])([CH3:101])[CH3:100])=[CH:98][C:91]=3[O:90][CH2:89][CH2:88]2)[C:80]=1[CH:81]=[O:82].C([O-])([O-])=O.[K+].[K+].P(C1CCCCC1)(C1CCCCC1)C1CCCCC1. Given the product [C:99]([C:97]1[CH:96]=[CH:95][C:92]2[C:93](=[O:94])[N:87]([C:83]3[CH:84]=[CH:85][CH:86]=[C:79]([C:2]4[CH:3]=[C:4]([NH:10][C:11]5[CH:16]=[CH:15][C:14]([S:17]([CH3:20])(=[O:19])=[O:18])=[CH:13][N:12]=5)[C:5](=[O:9])[N:6]([CH3:8])[N:7]=4)[C:80]=3[CH:81]=[O:82])[CH2:88][CH2:89][O:90][C:91]=2[CH:98]=1)([CH3:102])([CH3:100])[CH3:101], predict the reactants needed to synthesize it. (5) Given the product [F:34][C:6]1[CH:5]=[CH:33][CH:32]=[CH:31][C:7]=1[C:8]([N:10]1[CH2:15][CH2:14][N:13]([C:16]([O:18][C:19]([CH3:21])([CH3:22])[CH3:20])=[O:17])[CH2:12][CH:11]1[CH2:23][O:24][C:25]1[CH:26]=[N:27][CH:28]=[CH:29][CH:30]=1)=[O:9], predict the reactants needed to synthesize it. The reactants are: ClCCl.Cl[C:5]1[C:6]([F:34])=[C:7]([CH:31]=[CH:32][CH:33]=1)[C:8]([N:10]1[CH2:15][CH2:14][N:13]([C:16]([O:18][C:19]([CH3:22])([CH3:21])[CH3:20])=[O:17])[CH2:12][CH:11]1[CH2:23][O:24][C:25]1[CH:26]=[N:27][CH:28]=[CH:29][CH:30]=1)=[O:9].C1(B(O)O)C=CC=CC=1.C(=O)([O-])[O-].[Na+].[Na+].B(O)O. (6) Given the product [O:7]=[C:4]1[CH:5]=[CH:6][C:2](=[O:1])[N:3]1[CH2:8][CH2:9][CH2:10][CH2:11][CH2:12][C:13]([NH:15][C@@H:16]([CH:25]([CH3:27])[CH3:26])[C:17]([NH:19][C@@H:20]([CH3:24])[C:21]([NH:46][C:47]1[CH:52]=[CH:51][C:50]([C:53]2[CH2:54][C@@H:55]3[N:61]([CH:62]=2)[C:60](=[O:63])[C:59]2[CH:64]=[C:65]([O:91][CH3:92])[C:66]([O:68][CH2:69][CH2:70][CH2:71][O:72][C:73]4[C:88]([O:89][CH3:90])=[CH:87][C:76]5[C:77](=[O:86])[N:78]6[CH:84]=[C:83]([CH3:85])[CH2:82][C@H:79]6[CH:80]=[N:81][C:75]=5[CH:74]=4)=[CH:67][C:58]=2[N:57]=[CH:56]3)=[CH:49][CH:48]=1)=[O:23])=[O:18])=[O:14], predict the reactants needed to synthesize it. The reactants are: [O:1]=[C:2]1[CH:6]=[CH:5][C:4](=[O:7])[N:3]1[CH2:8][CH2:9][CH2:10][CH2:11][CH2:12][C:13]([NH:15][C@@H:16]([CH:25]([CH3:27])[CH3:26])[C:17]([NH:19][C@@H:20]([CH3:24])[C:21]([OH:23])=O)=[O:18])=[O:14].CCOC1N(C(OCC)=O)C2C(=CC=CC=2)C=C1.[NH2:46][C:47]1[CH:52]=[CH:51][C:50]([C:53]2[CH2:54][C@@H:55]3[N:61]([CH:62]=2)[C:60](=[O:63])[C:59]2[CH:64]=[C:65]([O:91][CH3:92])[C:66]([O:68][CH2:69][CH2:70][CH2:71][O:72][C:73]4[C:88]([O:89][CH3:90])=[CH:87][C:76]5[C:77](=[O:86])[N:78]6[CH:84]=[C:83]([CH3:85])[CH2:82][C@H:79]6[CH:80]=[N:81][C:75]=5[CH:74]=4)=[CH:67][C:58]=2[N:57]=[CH:56]3)=[CH:49][CH:48]=1.